Regression. Given a peptide amino acid sequence and an MHC pseudo amino acid sequence, predict their binding affinity value. This is MHC class I binding data. From a dataset of Peptide-MHC class I binding affinity with 185,985 pairs from IEDB/IMGT. (1) The peptide sequence is SMGTSGLEL. The MHC is H-2-Db with pseudo-sequence H-2-Db. The binding affinity (normalized) is 0.737. (2) The peptide sequence is VLMKQIPIW. The MHC is HLA-A69:01 with pseudo-sequence HLA-A69:01. The binding affinity (normalized) is 0.0847. (3) The binding affinity (normalized) is 0. The peptide sequence is NMKPNFWSR. The MHC is HLA-A03:01 with pseudo-sequence HLA-A03:01. (4) The MHC is HLA-B40:01 with pseudo-sequence HLA-B40:01. The peptide sequence is HEVNGTWMI. The binding affinity (normalized) is 0.788. (5) The peptide sequence is IPQSLDSYWTSL. The MHC is Mamu-A01 with pseudo-sequence Mamu-A01. The binding affinity (normalized) is 0.197. (6) The peptide sequence is LPTSHPKIV. The MHC is HLA-B07:02 with pseudo-sequence HLA-B07:02. The binding affinity (normalized) is 0.244. (7) The peptide sequence is RLASYGLYY. The MHC is HLA-A26:01 with pseudo-sequence HLA-A26:01. The binding affinity (normalized) is 0.0847. (8) The peptide sequence is LPVWLSYKVA. The MHC is HLA-B35:01 with pseudo-sequence HLA-B35:01. The binding affinity (normalized) is 0.375.